Dataset: Peptide-MHC class I binding affinity with 185,985 pairs from IEDB/IMGT. Task: Regression. Given a peptide amino acid sequence and an MHC pseudo amino acid sequence, predict their binding affinity value. This is MHC class I binding data. (1) The peptide sequence is QALTDLGL. The MHC is H-2-Dd with pseudo-sequence H-2-Dd. The binding affinity (normalized) is 0.0919. (2) The peptide sequence is GSGDDTWLI. The MHC is HLA-B51:01 with pseudo-sequence HLA-B51:01. The binding affinity (normalized) is 0.0847. (3) The peptide sequence is PSHISSLIDM. The MHC is H-2-Db with pseudo-sequence H-2-Db. The binding affinity (normalized) is 0. (4) The peptide sequence is KTKDYVNGL. The MHC is HLA-A30:01 with pseudo-sequence HLA-A30:01. The binding affinity (normalized) is 0.638. (5) The peptide sequence is MACHRVLTY. The MHC is HLA-B51:01 with pseudo-sequence HLA-B51:01. The binding affinity (normalized) is 0.0847. (6) The peptide sequence is VLPVPGASV. The binding affinity (normalized) is 0.376. The MHC is HLA-A02:02 with pseudo-sequence HLA-A02:02. (7) The peptide sequence is TSTLQEQIGW. The binding affinity (normalized) is 0. The MHC is HLA-B27:05 with pseudo-sequence HLA-B27:05.